This data is from Full USPTO retrosynthesis dataset with 1.9M reactions from patents (1976-2016). The task is: Predict the reactants needed to synthesize the given product. (1) Given the product [C:32]([O:1][CH2:2][CH2:3][CH2:4][CH2:5][CH2:6][N:7]1[C:8](=[O:9])[C:10]2[C:27]3[C:28]4[C:13](=[CH:12][CH:11]=2)[C:14]2[C:31]5[C:18]([CH:17]=[CH:16][CH:15]=2)=[CH:19][CH:20]=[CH:21][C:22]=5[C:23]=4[CH:24]=[CH:25][C:26]=3[C:29]1=[O:30])(=[O:35])[CH:33]=[CH2:34], predict the reactants needed to synthesize it. The reactants are: [OH:1][CH2:2][CH2:3][CH2:4][CH2:5][CH2:6][N:7]1[C:29](=[O:30])[C:26]2[C:27]3[C:28]4[C:23](=[CH:24][CH:25]=2)[C:22]2[C:31]5[C:18]([CH:19]=[CH:20][CH:21]=2)=[CH:17][CH:16]=[CH:15][C:14]=5[C:13]=4[CH:12]=[CH:11][C:10]=3[C:8]1=[O:9].[C:32](Cl)(=[O:35])[CH:33]=[CH2:34]. (2) Given the product [CH2:19]([S:18][C:14]1[N:13]=[C:12]([N:7]2[C:8]3[CH:9]=[CH:10][CH:11]=[C:3]([OH:2])[C:4]=3[CH:5]=[N:6]2)[CH:17]=[CH:16][N:15]=1)[CH2:20][CH3:21], predict the reactants needed to synthesize it. The reactants are: C[O:2][C:3]1[CH:11]=[CH:10][CH:9]=[C:8]2[C:4]=1[CH:5]=[N:6][N:7]2[C:12]1[CH:17]=[CH:16][N:15]=[C:14]([S:18][CH2:19][CH2:20][CH3:21])[N:13]=1. (3) Given the product [C:12]1([N:9]2[C:5]3=[N:6][CH:7]=[N:8][C:3]([NH:1][N:2]=[CH:24][C:23]4[CH:26]=[CH:27][C:20]([N:19]([CH3:28])[CH3:18])=[N:21][CH:22]=4)=[C:4]3[CH:11]=[N:10]2)[CH:17]=[CH:16][CH:15]=[CH:14][CH:13]=1, predict the reactants needed to synthesize it. The reactants are: [NH:1]([C:3]1[N:8]=[CH:7][N:6]=[C:5]2[N:9]([C:12]3[CH:17]=[CH:16][CH:15]=[CH:14][CH:13]=3)[N:10]=[CH:11][C:4]=12)[NH2:2].[CH3:18][N:19]([CH3:28])[C:20]1[CH:27]=[CH:26][C:23]([CH:24]=O)=[CH:22][N:21]=1.C1(N2C3=NC=NC(NN=CC4C=CN=CC=4)=C3C=N2)C=CC=CC=1. (4) Given the product [NH:1]1[C:5]2[CH:6]=[CH:7][C:8]([C:10]([N:23]3[C@@H:24]4[C@H:19]([C:18]5[CH:17]=[C:16]([F:28])[CH:15]=[C:14]([F:13])[C:27]=5[CH2:26][CH2:25]4)[CH2:20][CH2:21][CH2:22]3)=[O:12])=[CH:9][C:4]=2[N:3]=[CH:2]1, predict the reactants needed to synthesize it. The reactants are: [NH:1]1[C:5]2[CH:6]=[CH:7][C:8]([C:10]([OH:12])=O)=[CH:9][C:4]=2[N:3]=[CH:2]1.[F:13][C:14]1[C:27]2[CH2:26][CH2:25][C@H:24]3[C@@H:19]([CH2:20][CH2:21][CH2:22][NH:23]3)[C:18]=2[CH:17]=[C:16]([F:28])[CH:15]=1. (5) Given the product [O:7]([CH2:6][CH2:5][C@H:2]1[CH2:3][O:4][C:21]([NH2:20])=[N:1]1)[C:8]1[CH:13]=[CH:12][CH:11]=[CH:10][CH:9]=1, predict the reactants needed to synthesize it. The reactants are: [NH2:1][C@@H:2]([CH2:5][CH2:6][O:7][C:8]1[CH:13]=[CH:12][CH:11]=[CH:10][CH:9]=1)[CH2:3][OH:4].C([O-])([O-])=O.[K+].[K+].[N:20]#[C:21]Br.O. (6) Given the product [CH2:1]([N:8]1[C:16]2[C:15]3=[N:17][C@H:18]([CH2:21][C:22]4[CH:27]=[CH:26][CH:25]=[CH:24][CH:23]=4)[CH2:19][N:14]3[C:13](=[O:36])[NH:12][C:11]=2[N:10]=[C:9]1[CH:30]1[CH2:34][CH2:33][CH2:32][CH2:31]1)[C:2]1[CH:7]=[CH:6][CH:5]=[CH:4][CH:3]=1, predict the reactants needed to synthesize it. The reactants are: [CH2:1]([N:8]1[C:16]2[C:11](=[N:12][C:13](Cl)=[N:14][C:15]=2[NH:17][C@H:18]([CH2:21][C:22]2[CH:27]=[CH:26][C:25](F)=[CH:24][CH:23]=2)[CH2:19]O)[N:10]=[C:9]1[CH:30]1[CH2:34][CH2:33][CH2:32][CH2:31]1)[C:2]1[CH:7]=[CH:6][CH:5]=[CH:4][CH:3]=1.S(Cl)(Cl)=[O:36]. (7) Given the product [CH:9]1[C:10]2[CH2:1][CH2:2][CH2:3][CH2:4][C:5]=2[CH:6]=[CH:7][C:8]=1[CH:16]=[O:17], predict the reactants needed to synthesize it. The reactants are: [CH2:1]1[C:10]2[C:5](=[CH:6][CH:7]=[CH:8][CH:9]=2)[CH2:4][CH2:3][CH2:2]1.Cl[Sn](Cl)(Cl)Cl.[CH3:16][O:17]C(Cl)Cl. (8) Given the product [OH:21][C:42]12[C:60]3[C:55](=[CH:56][CH:57]=[CH:58][CH:59]=3)[C:54](=[O:61])[C:8]1([NH:9][C:38](=[O:40])[C@H:30]([NH:29][C:22](=[O:23])[O:24][C:25]([CH3:26])([CH3:27])[CH3:28])[CH2:31][C:32]1[CH:33]=[CH:34][CH:35]=[CH:36][CH:37]=1)[C:7]1[CH:6]=[CH:46][C:47]([CH:51]([CH3:53])[CH3:52])=[CH:48][C:49]=1[O:50]2, predict the reactants needed to synthesize it. The reactants are: CCN=C=N[CH2:6][CH2:7][CH2:8][N:9](C)C.C1C=CC2N([OH:21])N=NC=2C=1.[C:22]([NH:29][C@H:30]([C:38]([OH:40])=O)[CH2:31][C:32]1[CH:37]=[CH:36][CH:35]=[CH:34][CH:33]=1)([O:24][C:25]([CH3:28])([CH3:27])[CH3:26])=[O:23].N[C:42]12[C:60]3[C:55](=[CH:56][CH:57]=[CH:58][CH:59]=3)[C:54](=[O:61])C1(O)C1[C:49]([O:50]2)=[CH:48][C:47]([CH:51]([CH3:53])[CH3:52])=[CH:46]C=1. (9) Given the product [CH3:1][O:2][C:3]1[CH:4]=[C:5](/[CH:11]=[CH:12]/[C:13]([NH:15][C:16]2[CH:28]=[C:27]([O:29][C:30]3[CH:35]=[CH:34][CH:33]=[CH:32][CH:31]=3)[CH:26]=[CH:25][C:17]=2[C:18]([OH:20])=[O:19])=[O:14])[CH:6]=[CH:7][C:8]=1[O:9][CH3:10], predict the reactants needed to synthesize it. The reactants are: [CH3:1][O:2][C:3]1[CH:4]=[C:5](/[CH:11]=[CH:12]/[C:13]([NH:15][C:16]2[CH:28]=[C:27]([O:29][C:30]3[CH:35]=[CH:34][CH:33]=[CH:32][CH:31]=3)[CH:26]=[CH:25][C:17]=2[C:18]([O:20]C(C)(C)C)=[O:19])=[O:14])[CH:6]=[CH:7][C:8]=1[O:9][CH3:10].